Dataset: Peptide-MHC class II binding affinity with 134,281 pairs from IEDB. Task: Regression. Given a peptide amino acid sequence and an MHC pseudo amino acid sequence, predict their binding affinity value. This is MHC class II binding data. The peptide sequence is GTDFTLTISSLQPED. The MHC is DRB1_1501 with pseudo-sequence DRB1_1501. The binding affinity (normalized) is 0.